Dataset: Cav3 T-type calcium channel HTS with 100,875 compounds. Task: Binary Classification. Given a drug SMILES string, predict its activity (active/inactive) in a high-throughput screening assay against a specified biological target. (1) The compound is S(=O)(=O)(N(CC(=O)NC1CCCC1)c1ccc(OCC)cc1)c1c([nH]c(=O)[nH]c1=O)C. The result is 0 (inactive). (2) The drug is S(c1nc(N(CC)CC)nc(n1)NC#N)CC(OCC)=O. The result is 0 (inactive). (3) The compound is O(Cn1nnc2c(c1=O)cccc2)C(=O)c1c(OC)c(OC)ccc1. The result is 0 (inactive). (4) The compound is O1C(OC(=O)C(=C\NC(CCC(=O)N)C(O)=O)/C1=O)(C)C. The result is 0 (inactive). (5) The molecule is Brc1c(N\C=C\C(=O)c2ncccc2)cccc1. The result is 0 (inactive). (6) The molecule is s1cc(C2C3=C(N(C(=O)C2)c2ccc(cc2)C)CC(CC3=O)(C)C)cc1. The result is 0 (inactive). (7) The drug is O1CCN(CC1)CCNc1oc(nc1C#N)Cc1c2c(ccc1)cccc2. The result is 0 (inactive).